Dataset: Full USPTO retrosynthesis dataset with 1.9M reactions from patents (1976-2016). Task: Predict the reactants needed to synthesize the given product. (1) Given the product [Cl:27][CH2:11][CH2:10][N:9]([CH2:13][CH2:29][Cl:30])[C:4]1[CH:5]=[CH:6][CH:7]=[CH:8][C:3]=1[O:2][CH3:1], predict the reactants needed to synthesize it. The reactants are: [CH3:1][O:2][C:3]1[CH:8]=[CH:7][CH:6]=[CH:5][C:4]=1[N:9]([CH2:13]CO)[CH2:10][CH2:11]O.C(N(CC)CC)C.CS([Cl:27])(=O)=O.Cl[CH2:29][Cl:30]. (2) Given the product [NH:16]1[CH:17]=[C:13]([CH:10]2[C:11]3[C:7](=[C:6]([CH3:18])[C:5]([CH3:19])=[C:4]([OH:3])[CH:12]=3)[CH2:8][CH2:9]2)[N:14]=[CH:15]1, predict the reactants needed to synthesize it. The reactants are: Cl.C[O:3][C:4]1[CH:12]=[C:11]2[C:7]([CH2:8][CH2:9][CH:10]2[C:13]2[N:14]=[CH:15][NH:16][CH:17]=2)=[C:6]([CH3:18])[C:5]=1[CH3:19].Br.[OH-].[NH4+]. (3) Given the product [F:13][C:14]([F:21])([CH3:20])[C:15](=[O:16])[CH2:1][P:2](=[O:7])([O:5][CH3:6])[O:3][CH3:4], predict the reactants needed to synthesize it. The reactants are: [CH3:1][P:2](=[O:7])([O:5][CH3:6])[O:3][CH3:4].C([Li])CCC.[F:13][C:14]([F:21])([CH3:20])[C:15](OCC)=[O:16].[Cl-].[NH4+]. (4) Given the product [Cl:1][C:2]1[CH:10]=[CH:9][C:8]2[N:7](/[CH:18]=[C:19](\[C:21]3[CH:26]=[CH:25][CH:24]=[CH:23][C:22]=3[Cl:27])/[CH3:20])[C:6]3[CH2:11][CH2:12][N:13]([CH3:16])[CH2:14][CH2:15][C:5]=3[C:4]=2[CH:3]=1, predict the reactants needed to synthesize it. The reactants are: [Cl:1][C:2]1[CH:10]=[CH:9][C:8]2[NH:7][C:6]3[CH2:11][CH2:12][N:13]([CH3:16])[CH2:14][CH2:15][C:5]=3[C:4]=2[CH:3]=1.Br[CH:18]=[C:19]([C:21]1[CH:26]=[CH:25][CH:24]=[CH:23][C:22]=1[Cl:27])[CH3:20].N1CCC[C@H]1C(O)=O.[O-]P([O-])([O-])=O.[K+].[K+].[K+].